This data is from Full USPTO retrosynthesis dataset with 1.9M reactions from patents (1976-2016). The task is: Predict the reactants needed to synthesize the given product. (1) Given the product [CH2:12]([C:11]1[C:4]([CH2:5][C:6]([O:8][CH2:9][CH3:10])=[O:7])=[C:1]([CH3:2])[N:23]([C:17]2[CH:22]=[CH:21][CH:20]=[CH:19][CH:18]=2)[N:24]=1)[CH2:13][CH2:14][CH3:15], predict the reactants needed to synthesize it. The reactants are: [C:1]([CH:4]([C:11](=O)[CH2:12][CH2:13][CH2:14][CH3:15])[CH2:5][C:6]([O:8][CH2:9][CH3:10])=[O:7])(=O)[CH3:2].[C:17]1([NH:23][NH2:24])[CH:22]=[CH:21][CH:20]=[CH:19][CH:18]=1.C(O)(=O)C. (2) Given the product [Cl:1][C:2]1[CH:3]=[N:4][C:5]2[N:6]([N:8]=[C:9]([C:11]([N:26]3[CH2:25][CH2:24][N:23]4[C:19]([C:16]5[CH:17]=[CH:18][O:14][CH:15]=5)=[CH:20][CH:21]=[C:22]4[CH:27]3[CH3:28])=[O:13])[CH:10]=2)[CH:7]=1, predict the reactants needed to synthesize it. The reactants are: [Cl:1][C:2]1[CH:3]=[N:4][C:5]2[N:6]([N:8]=[C:9]([C:11]([OH:13])=O)[CH:10]=2)[CH:7]=1.[O:14]1[CH:18]=[CH:17][C:16]([C:19]2[N:23]3[CH2:24][CH2:25][NH:26][CH:27]([CH3:28])[C:22]3=[CH:21][CH:20]=2)=[CH:15]1.